This data is from Full USPTO retrosynthesis dataset with 1.9M reactions from patents (1976-2016). The task is: Predict the reactants needed to synthesize the given product. (1) Given the product [Cl:1][C:2]1[C:3]([C:24]2[CH:25]=[CH:26][C:27]([O:30][CH3:31])=[CH:28][CH:29]=2)=[C:4]2[C:18]3[CH2:19][CH2:20]/[C:21](=[N:33]/[OH:34])/[CH2:22][C:17]=3[S:16][C:5]2=[N:6][C:7]=1[CH2:8][N:9]1[C:13](=[O:14])[CH2:12][CH2:11][C:10]1=[O:15], predict the reactants needed to synthesize it. The reactants are: [Cl:1][C:2]1[C:3]([C:24]2[CH:29]=[CH:28][C:27]([O:30][CH3:31])=[CH:26][CH:25]=2)=[C:4]2[C:18]3[CH2:19][CH2:20][C:21](=O)[CH2:22][C:17]=3[S:16][C:5]2=[N:6][C:7]=1[CH2:8][N:9]1[C:13](=[O:14])[CH2:12][CH2:11][C:10]1=[O:15].Cl.[NH2:33][OH:34].O.CO. (2) The reactants are: [O:1]=[C:2]1[C:7]([CH2:8][C:9]2[CH:14]=[CH:13][C:12]([C:15]3[C:16]([C:21]#[N:22])=[CH:17][CH:18]=[CH:19][CH:20]=3)=[CH:11][CH:10]=2)=[C:6]([CH2:23][CH2:24][CH3:25])[N:5]2[N:26]=[CH:27][N:28]=[C:4]2[N:3]1[CH:29]1[CH2:34][CH2:33][C:32](=[O:35])[CH2:31][CH2:30]1.[CH2:36](O)[CH2:37][CH2:38][OH:39]. Given the product [O:39]1[C:32]2([CH2:31][CH2:30][CH:29]([N:3]3[C:2](=[O:1])[C:7]([CH2:8][C:9]4[CH:10]=[CH:11][C:12]([C:15]5[C:16]([C:21]#[N:22])=[CH:17][CH:18]=[CH:19][CH:20]=5)=[CH:13][CH:14]=4)=[C:6]([CH2:23][CH2:24][CH3:25])[N:5]4[N:26]=[CH:27][N:28]=[C:4]34)[CH2:34][CH2:33]2)[O:35][CH2:36][CH2:37][CH2:38]1, predict the reactants needed to synthesize it. (3) Given the product [F:15][C:9]1[CH:10]=[C:11]([F:14])[CH:12]=[CH:13][C:8]=1[C:6]1[CH:7]=[C:2]([C:21]2[CH:22]=[N:23][C:18]([F:17])=[CH:19][CH:20]=2)[CH:3]=[C:4]([NH2:16])[CH:5]=1, predict the reactants needed to synthesize it. The reactants are: Br[C:2]1[CH:3]=[C:4]([NH2:16])[CH:5]=[C:6]([C:8]2[CH:13]=[CH:12][C:11]([F:14])=[CH:10][C:9]=2[F:15])[CH:7]=1.[F:17][C:18]1[N:23]=[CH:22][C:21](B(O)O)=[CH:20][CH:19]=1.C([O-])([O-])=O.[K+].[K+]. (4) Given the product [O:23]=[C:18]1[NH:19][C:20](=[O:22])[C:21](=[CH:1][C:3]2[O:7][C:6]([C:8]3[CH:9]=[C:10]([CH:14]=[CH:15][CH:16]=3)[C:11]([OH:13])=[O:12])=[CH:5][CH:4]=2)[S:17]1, predict the reactants needed to synthesize it. The reactants are: [CH:1]([C:3]1[O:7][C:6]([C:8]2[CH:9]=[C:10]([CH:14]=[CH:15][CH:16]=2)[C:11]([OH:13])=[O:12])=[CH:5][CH:4]=1)=O.[S:17]1[CH2:21][C:20](=[O:22])[NH:19][C:18]1=[O:23].N1CCCCC1.[OH-].[Na+].